This data is from NCI-60 drug combinations with 297,098 pairs across 59 cell lines. The task is: Regression. Given two drug SMILES strings and cell line genomic features, predict the synergy score measuring deviation from expected non-interaction effect. (1) Drug 1: C1=C(C(=O)NC(=O)N1)F. Drug 2: COCCOC1=C(C=C2C(=C1)C(=NC=N2)NC3=CC=CC(=C3)C#C)OCCOC.Cl. Cell line: UACC-257. Synergy scores: CSS=23.3, Synergy_ZIP=1.04, Synergy_Bliss=2.88, Synergy_Loewe=2.26, Synergy_HSA=2.51. (2) Drug 1: C1=NC2=C(N1)C(=S)N=C(N2)N. Drug 2: C1CN(CCN1C(=O)CCBr)C(=O)CCBr. Cell line: A549. Synergy scores: CSS=40.8, Synergy_ZIP=-6.27, Synergy_Bliss=-1.20, Synergy_Loewe=-6.23, Synergy_HSA=2.17.